This data is from Peptide-MHC class I binding affinity with 185,985 pairs from IEDB/IMGT. The task is: Regression. Given a peptide amino acid sequence and an MHC pseudo amino acid sequence, predict their binding affinity value. This is MHC class I binding data. (1) The peptide sequence is YTAIGFMRR. The MHC is HLA-A03:01 with pseudo-sequence HLA-A03:01. The binding affinity (normalized) is 0.291. (2) The peptide sequence is SLYKYLLLR. The MHC is HLA-A68:02 with pseudo-sequence HLA-A68:02. The binding affinity (normalized) is 0.236. (3) The peptide sequence is TQIGCTLNF. The MHC is HLA-A03:01 with pseudo-sequence HLA-A03:01. The binding affinity (normalized) is 0.0972.